This data is from Forward reaction prediction with 1.9M reactions from USPTO patents (1976-2016). The task is: Predict the product of the given reaction. Given the reactants [NH2:1][C:2]1[CH:3]=[CH:4][C:5]([O:8][C:9](=[O:18])[N:10]([CH3:17])[C:11]2[CH:16]=[CH:15][CH:14]=[CH:13][CH:12]=2)=[N:6][CH:7]=1.[CH3:19][O:20][C:21]1[CH:22]=[C:23]([CH:27]=[CH:28][CH:29]=1)[C:24](Cl)=[O:25].C(N(CC)CC)C.ClCCl, predict the reaction product. The product is: [CH3:19][O:20][C:21]1[CH:22]=[C:23]([CH:27]=[CH:28][CH:29]=1)[C:24]([NH:1][C:2]1[CH:3]=[CH:4][C:5]([O:8][C:9](=[O:18])[N:10]([CH3:17])[C:11]2[CH:16]=[CH:15][CH:14]=[CH:13][CH:12]=2)=[N:6][CH:7]=1)=[O:25].